From a dataset of Catalyst prediction with 721,799 reactions and 888 catalyst types from USPTO. Predict which catalyst facilitates the given reaction. (1) Reactant: Cl[CH2:2][C:3]1[CH:8]=[CH:7][CH:6]=[C:5]([O:9][CH2:10][CH2:11][O:12][CH3:13])[C:4]=1[O:14][CH2:15][CH2:16][O:17][CH3:18].[C-:19]#[N:20].[K+].C(OCC)(=O)C. Product: [CH3:18][O:17][CH2:16][CH2:15][O:14][C:4]1[C:5]([O:9][CH2:10][CH2:11][O:12][CH3:13])=[CH:6][CH:7]=[CH:8][C:3]=1[CH2:2][C:19]#[N:20]. The catalyst class is: 3. (2) Reactant: [CH3:1][C:2]1[CH:7]=[CH:6][C:5]([CH:8]=[CH:9][C:10](O)=[O:11])=[CH:4][CH:3]=1.S(=O)(=O)(O)O. Product: [CH3:1][C:2]1[CH:7]=[CH:6][C:5]([CH:8]=[CH:9][CH2:10][OH:11])=[CH:4][CH:3]=1. The catalyst class is: 5. (3) Reactant: [CH2:1]([O:8][C:9]1[CH:14]=[CH:13][CH:12]=[CH:11][C:10]=1[CH2:15][CH2:16][CH2:17][CH2:18][CH2:19][CH2:20][CH2:21][S:22](Cl)(=[O:24])=[O:23])[C:2]1[CH:7]=[CH:6][CH:5]=[CH:4][CH:3]=1.[NH4+].[F-:27]. Product: [CH2:1]([O:8][C:9]1[CH:14]=[CH:13][CH:12]=[CH:11][C:10]=1[CH2:15][CH2:16][CH2:17][CH2:18][CH2:19][CH2:20][CH2:21][S:22]([F:27])(=[O:24])=[O:23])[C:2]1[CH:7]=[CH:6][CH:5]=[CH:4][CH:3]=1.[CH2:1]([O:8][C:9]1[CH:10]=[CH:11][C:12]([CH2:15][CH2:16][CH2:17][CH2:18][CH2:19][CH2:20][CH2:21][S:22]([F:27])(=[O:24])=[O:23])=[CH:13][CH:14]=1)[C:2]1[CH:3]=[CH:4][CH:5]=[CH:6][CH:7]=1. The catalyst class is: 21.